From a dataset of Full USPTO retrosynthesis dataset with 1.9M reactions from patents (1976-2016). Predict the reactants needed to synthesize the given product. Given the product [Br:18][C:8]1[C:3]([O:2][CH3:1])=[C:4]([C:16]#[N:17])[C:5](=[O:15])[N:6]([CH:9]([C:11]2([CH3:14])[CH2:12][CH2:13]2)[CH3:10])[CH:7]=1, predict the reactants needed to synthesize it. The reactants are: [CH3:1][O:2][C:3]1[CH:8]=[CH:7][N:6]([CH:9]([C:11]2([CH3:14])[CH2:13][CH2:12]2)[CH3:10])[C:5](=[O:15])[C:4]=1[C:16]#[N:17].[Br:18]N1C(=O)CCC1=O.CN(C)C=O.